From a dataset of Full USPTO retrosynthesis dataset with 1.9M reactions from patents (1976-2016). Predict the reactants needed to synthesize the given product. (1) Given the product [CH2:7]1[CH:6]2[CH2:5][NH:4][C@@H:3]([CH2:2][OH:1])[CH2:12][N:11]2[CH2:10][CH2:9][O:8]1, predict the reactants needed to synthesize it. The reactants are: [OH:1][CH2:2][C@H:3]1[C:12](=O)[N:11]2[CH:6]([CH2:7][O:8][CH2:9][CH2:10]2)[C:5](=O)[NH:4]1.Cl. (2) The reactants are: [F:1][C:2]1[CH:3]=[C:4]([C:8]([C:10]2[CH:15]=[CH:14][C:13]([OH:16])=[CH:12][CH:11]=2)=[O:9])[CH:5]=[CH:6][CH:7]=1.[I-:17].[K+].II. Given the product [F:1][C:2]1[CH:3]=[C:4]([C:8]([C:10]2[CH:11]=[CH:12][C:13]([OH:16])=[C:14]([I:17])[CH:15]=2)=[O:9])[CH:5]=[CH:6][CH:7]=1, predict the reactants needed to synthesize it. (3) Given the product [CH3:1][O:2][C:3]1[CH:55]=[CH:54][CH:53]=[CH:52][C:4]=1[CH2:5][O:6][CH2:7][CH2:8][CH2:9][O:10][C:11]1[CH:12]=[CH:13][C:14]([CH:17]2[CH2:22][CH2:21][N:20]([C:23]([O:25][C:26]([CH3:29])([CH3:28])[CH3:27])=[O:24])[CH2:19][CH:18]2[O:30][CH2:31][C:32]2[C:37]3[NH:38][C:39](=[O:43])[CH2:40][CH2:41][CH2:42][C:36]=3[CH:35]=[CH:34][CH:33]=2)=[CH:15][CH:16]=1, predict the reactants needed to synthesize it. The reactants are: [CH3:1][O:2][C:3]1[CH:55]=[CH:54][CH:53]=[CH:52][C:4]=1[CH2:5][O:6][CH2:7][CH2:8][CH2:9][O:10][C:11]1[CH:16]=[CH:15][C:14]([CH:17]2[CH2:22][CH2:21][N:20]([C:23]([O:25][C:26]([CH3:29])([CH3:28])[CH3:27])=[O:24])[CH2:19][CH:18]2[O:30][CH2:31][C:32]2[C:37]3[N:38](COCC[Si](C)(C)C)[C:39](=[O:43])[CH2:40][CH2:41][CH2:42][C:36]=3[CH:35]=[CH:34][CH:33]=2)=[CH:13][CH:12]=1.[F-].C([N+](CCCC)(CCCC)CCCC)CCC.O.COC(C)(C)C. (4) Given the product [CH2:1]([O:4][CH2:5][C:6]1([CH3:19])[CH2:7][CH2:8][NH:9][CH2:10][CH2:11]1)[CH:2]=[CH2:3], predict the reactants needed to synthesize it. The reactants are: [CH2:1]([O:4][CH2:5][C:6]1([CH3:19])[CH2:11][CH2:10][N:9](C(OC(C)(C)C)=O)[CH2:8][CH2:7]1)[CH:2]=[CH2:3].Cl.CCOCC. (5) Given the product [NH:38]1[C:39]2[C:35](=[CH:34][C:33]([NH:32][C:31](=[O:42])[O:30][C@@H:16]([C:12]3[CH:13]=[CH:14][CH:15]=[C:10]([C:8](=[O:9])[NH:7][CH:1]4[CH2:6][CH2:5][CH2:4][CH2:3][CH2:2]4)[CH:11]=3)[C@@H:17]3[CH2:22][CH2:21][CH2:20][CH2:19][NH:18]3)=[CH:41][CH:40]=2)[CH:36]=[N:37]1, predict the reactants needed to synthesize it. The reactants are: [CH:1]1([NH:7][C:8]([C:10]2[CH:11]=[C:12]([C@H:16]([O:30][C:31](=[O:42])[NH:32][C:33]3[CH:34]=[C:35]4[C:39](=[CH:40][CH:41]=3)[NH:38][N:37]=[CH:36]4)[C@@H:17]3[CH2:22][CH2:21][CH2:20][CH2:19][N:18]3C(OC(C)(C)C)=O)[CH:13]=[CH:14][CH:15]=2)=[O:9])[CH2:6][CH2:5][CH2:4][CH2:3][CH2:2]1.Cl. (6) Given the product [F:1][C:2]([F:7])([F:6])[C:3]([OH:5])=[O:4].[Cl:36][C:27]1[CH:28]=[CH:29][C:30]([CH2:25][NH:24][C:23]([C:20]2[CH2:19][C:18]3([CH2:17][CH2:16][NH:15][CH2:34][CH2:33]3)[O:22][N:21]=2)=[O:32])=[CH:3][CH:2]=1, predict the reactants needed to synthesize it. The reactants are: [F:1][C:2]([F:7])([F:6])[C:3]([OH:5])=[O:4].C(OC([N:15]1[CH2:34][CH2:33][C:18]2([O:22][N:21]=[C:20]([C:23](=[O:32])[NH:24][C:25]3[CH:30]=[CH:29][C:28](Cl)=[CH:27]N=3)[CH2:19]2)[CH2:17][CH2:16]1)=O)(C)(C)C.C(Cl)[Cl:36]. (7) Given the product [F:32][C:2]([F:1])([F:31])[C:3]1[CH:26]=[C:25]([C:27]([F:29])([F:30])[F:28])[CH:24]=[CH:23][C:4]=1[CH2:5][N:6]1[C:14]2[C:9](=[CH:10][C:11](/[CH:15]=[C:16]3/[C:17](=[O:22])[N:18]([CH2:43][CH2:44][N:37]4[CH2:35][CH2:34][CH2:42][C@@H:38]4[C:39]([OH:41])=[O:40])[C:19](=[O:21])[S:20]/3)=[CH:12][CH:13]=2)[CH:8]=[CH:7]1, predict the reactants needed to synthesize it. The reactants are: [F:1][C:2]([F:32])([F:31])[C:3]1[CH:26]=[C:25]([C:27]([F:30])([F:29])[F:28])[CH:24]=[CH:23][C:4]=1[CH2:5][N:6]1[C:14]2[C:9](=[CH:10][C:11](/[CH:15]=[C:16]3/[C:17](=[O:22])[NH:18][C:19](=[O:21])[S:20]/3)=[CH:12][CH:13]=2)[CH:8]=[CH:7]1.Br[CH2:34][CH2:35]Cl.[NH:37]1[CH2:44][CH2:43][CH2:42][C@@H:38]1[C:39]([OH:41])=[O:40].